This data is from Forward reaction prediction with 1.9M reactions from USPTO patents (1976-2016). The task is: Predict the product of the given reaction. (1) Given the reactants [NH2:1][CH2:2][CH2:3][CH2:4][CH2:5][CH2:6][CH2:7][CH2:8][CH2:9][N:10]1[C:22]2[C:21]3[CH:20]=[CH:19][CH:18]=[CH:17][C:16]=3[N:15]=[C:14]([NH2:23])[C:13]=2[N:12]=[C:11]1[CH2:24][CH2:25][CH2:26][CH3:27].[C:28]1([N:34]=[C:35]=[O:36])[CH:33]=[CH:32][CH:31]=[CH:30][CH:29]=1, predict the reaction product. The product is: [NH2:23][C:14]1[C:13]2[N:12]=[C:11]([CH2:24][CH2:25][CH2:26][CH3:27])[N:10]([CH2:9][CH2:8][CH2:7][CH2:6][CH2:5][CH2:4][CH2:3][CH2:2][NH:1][C:35]([NH:34][C:28]3[CH:33]=[CH:32][CH:31]=[CH:30][CH:29]=3)=[O:36])[C:22]=2[C:21]2[CH:20]=[CH:19][CH:18]=[CH:17][C:16]=2[N:15]=1. (2) The product is: [O:40]=[C:38]1[C:37]2[C:36](=[CH:44][CH:43]=[CH:42][CH:41]=2)[C:35](=[O:45])[N:39]1[C@H:2]1[CH2:7][CH2:6][CH2:5][CH2:4][C@H:3]1[NH:8][C:9](=[O:15])[O:10][C:11]([CH3:14])([CH3:13])[CH3:12]. Given the reactants O[C@@H:2]1[CH2:7][CH2:6][CH2:5][CH2:4][C@H:3]1[NH:8][C:9](=[O:15])[O:10][C:11]([CH3:14])([CH3:13])[CH3:12].C1C=CC(P(C2C=CC=CC=2)C2C=CC=CC=2)=CC=1.[C:35]1(=[O:45])[NH:39][C:38](=[O:40])[C:37]2=[CH:41][CH:42]=[CH:43][CH:44]=[C:36]12.N(C(OC(C)C)=O)=NC(OC(C)C)=O, predict the reaction product. (3) Given the reactants [CH3:1][NH:2][NH:3][C:4]([C:6]1[C:11]([CH3:12])=[CH:10][CH:9]=[CH:8][N:7]=1)=[NH:5].[OH:13][C:14]1[CH:21]=[CH:20][C:19]([OH:22])=[CH:18][C:15]=1[CH:16]=O, predict the reaction product. The product is: [OH:22][C:19]1[CH:20]=[CH:21][C:14]([OH:13])=[C:15]([C:16]2[N:2]([CH3:1])[N:3]=[C:4]([C:6]3[C:11]([CH3:12])=[CH:10][CH:9]=[CH:8][N:7]=3)[N:5]=2)[CH:18]=1. (4) Given the reactants [C@H:1]12[CH2:6][C@H:5]1[CH2:4][NH:3][C@@H:2]2[CH2:7][NH:8][C:9]([C:11]1[N:18]2[C:14]([S:15][CH:16]=[CH:17]2)=[N:13][C:12]=1[CH3:19])=[O:10].[Cl:20][C:21]1[CH:22]=[CH:23][C:24]2[N:25]([C:27]([C:36](O)=[O:37])=[C:28]([C:30]3[CH:35]=[CH:34][CH:33]=[CH:32][CH:31]=3)[N:29]=2)[CH:26]=1, predict the reaction product. The product is: [Cl:20][C:21]1[CH:22]=[CH:23][C:24]2[N:25]([C:27]([C:36]([N:3]3[CH2:4][C@H:5]4[C@H:1]([CH2:6]4)[C@H:2]3[CH2:7][NH:8][C:9]([C:11]3[N:18]4[C:14]([S:15][CH:16]=[CH:17]4)=[N:13][C:12]=3[CH3:19])=[O:10])=[O:37])=[C:28]([C:30]3[CH:35]=[CH:34][CH:33]=[CH:32][CH:31]=3)[N:29]=2)[CH:26]=1.